From a dataset of Catalyst prediction with 721,799 reactions and 888 catalyst types from USPTO. Predict which catalyst facilitates the given reaction. Reactant: [C:1]([O:4][C@H:5]1[CH2:10][CH2:9][C@H:8]2[C@H:11]3[C@H:21]([CH2:22][CH2:23][C@:6]12[CH3:7])[C@:19]1([CH3:20])[C:14](=[CH:15][C:16](=[O:24])[CH2:17][CH2:18]1)[C:13](=[CH2:25])[CH2:12]3)(=[O:3])[CH3:2].C1(Cl)C(=O)C(Cl)=C(Cl)C(=O)C=1Cl.FC(F)(F)S(O)(=O)=O.FC(F)(F)C(=N[Si](C)(C)C)O[Si](C)(C)C. Product: [C:1]([O:4][C@H:5]1[CH2:10][CH2:9][C@H:8]2[C@H:11]3[C@H:21]([CH2:22][CH2:23][C@:6]12[CH3:7])[C@:19]1([CH3:20])[C:14](=[CH:15][C:16](=[O:24])[CH:17]=[CH:18]1)[C:13](=[CH2:25])[CH2:12]3)(=[O:3])[CH3:2]. The catalyst class is: 11.